Task: Predict which catalyst facilitates the given reaction.. Dataset: Catalyst prediction with 721,799 reactions and 888 catalyst types from USPTO (1) The catalyst class is: 24. Reactant: [S:1]([N:11]1[C:15]2[N:16]=[CH:17][N:18]=[C:19]([N:20]3[CH2:25][CH2:24][CH2:23][C:22](=O)[CH2:21]3)[C:14]=2[CH:13]=[CH:12]1)([C:4]1[CH:10]=[CH:9][C:7]([CH3:8])=[CH:6][CH:5]=1)(=[O:3])=[O:2].[CH2:27]([NH2:34])[C:28]1[CH:33]=[CH:32][CH:31]=[CH:30][CH:29]=1.CC(O)=O.[BH3-]C#N.[Na+]. Product: [CH2:27]([NH:34][CH:22]1[CH2:23][CH2:24][CH2:25][N:20]([C:19]2[C:14]3[CH:13]=[CH:12][N:11]([S:1]([C:4]4[CH:10]=[CH:9][C:7]([CH3:8])=[CH:6][CH:5]=4)(=[O:3])=[O:2])[C:15]=3[N:16]=[CH:17][N:18]=2)[CH2:21]1)[C:28]1[CH:33]=[CH:32][CH:31]=[CH:30][CH:29]=1. (2) Reactant: [Cl:1][C:2]1[C:3](I)=[C:4]2[CH:10]=[CH:9][N:8]([Si:11]([CH:18]([CH3:20])[CH3:19])([CH:15]([CH3:17])[CH3:16])[CH:12]([CH3:14])[CH3:13])[C:5]2=[N:6][CH:7]=1.[Li]CCCC.[CH2:27]([N:34]([CH2:42][C:43]1[CH:48]=[CH:47][CH:46]=[CH:45][CH:44]=1)[C@@H:35]1[CH2:39][CH2:38][CH:37]([CH:40]=[O:41])[CH2:36]1)[C:28]1[CH:33]=[CH:32][CH:31]=[CH:30][CH:29]=1. Product: [Cl:1][C:2]1[C:3]([CH:40]([CH:37]2[CH2:38][CH2:39][C@@H:35]([N:34]([CH2:42][C:43]3[CH:44]=[CH:45][CH:46]=[CH:47][CH:48]=3)[CH2:27][C:28]3[CH:29]=[CH:30][CH:31]=[CH:32][CH:33]=3)[CH2:36]2)[OH:41])=[C:4]2[CH:10]=[CH:9][N:8]([Si:11]([CH:18]([CH3:20])[CH3:19])([CH:15]([CH3:17])[CH3:16])[CH:12]([CH3:14])[CH3:13])[C:5]2=[N:6][CH:7]=1. The catalyst class is: 1. (3) Reactant: [OH:1][C:2]1[CH:29]=[CH:28][C:5]2[C:6](=[O:27])/[C:7](=[CH:9]/[C:10]3[C:18]4[C:13](=[CH:14][CH:15]=[CH:16][CH:17]=4)[N:12]([CH2:19][O:20][CH2:21][CH2:22][Si:23]([CH3:26])([CH3:25])[CH3:24])[N:11]=3)/[O:8][C:4]=2[C:3]=1[CH2:30][N:31]1[CH2:36][CH2:35][N:34]([C:37]([O:39][C:40]([CH3:43])([CH3:42])[CH3:41])=[O:38])[CH2:33][CH2:32]1.C(=O)([O-])[O-].[K+].[K+].[O:50]1[CH2:54][CH2:53]OC1=O.O. Product: [OH:50][CH2:54][CH2:53][O:1][C:2]1[CH:29]=[CH:28][C:5]2[C:6](=[O:27])/[C:7](=[CH:9]/[C:10]3[C:18]4[C:13](=[CH:14][CH:15]=[CH:16][CH:17]=4)[N:12]([CH2:19][O:20][CH2:21][CH2:22][Si:23]([CH3:25])([CH3:26])[CH3:24])[N:11]=3)/[O:8][C:4]=2[C:3]=1[CH2:30][N:31]1[CH2:36][CH2:35][N:34]([C:37]([O:39][C:40]([CH3:43])([CH3:42])[CH3:41])=[O:38])[CH2:33][CH2:32]1. The catalyst class is: 3. (4) Reactant: Br[C:2]1[CH:7]=[CH:6][C:5]([C:8]([OH:15])([C:11]([F:14])([F:13])[F:12])[CH2:9][OH:10])=[CH:4][CH:3]=1.[CH3:16][C@@H:17]1[NH:22][CH2:21][CH2:20][N:19]([S:23]([C:26]2[S:27][CH:28]=[CH:29][CH:30]=2)(=[O:25])=[O:24])[CH2:18]1.CC(C)([O-])C.[Na+].C1(P(C2CCCCC2)C2C=CC=CC=2C2C(OC(C)C)=CC=CC=2OC(C)C)CCCCC1. Product: [CH3:16][C@H:17]1[CH2:18][N:19]([S:23]([C:26]2[S:27][CH:28]=[CH:29][CH:30]=2)(=[O:25])=[O:24])[CH2:20][CH2:21][N:22]1[C:2]1[CH:7]=[CH:6][C:5]([C:8]([OH:15])([C:11]([F:14])([F:13])[F:12])[CH2:9][OH:10])=[CH:4][CH:3]=1. The catalyst class is: 187.